From a dataset of NCI-60 drug combinations with 297,098 pairs across 59 cell lines. Regression. Given two drug SMILES strings and cell line genomic features, predict the synergy score measuring deviation from expected non-interaction effect. Drug 1: CC(CN1CC(=O)NC(=O)C1)N2CC(=O)NC(=O)C2. Drug 2: CCC1(CC2CC(C3=C(CCN(C2)C1)C4=CC=CC=C4N3)(C5=C(C=C6C(=C5)C78CCN9C7C(C=CC9)(C(C(C8N6C=O)(C(=O)OC)O)OC(=O)C)CC)OC)C(=O)OC)O.OS(=O)(=O)O. Cell line: HT29. Synergy scores: CSS=43.0, Synergy_ZIP=-10.1, Synergy_Bliss=-8.70, Synergy_Loewe=-8.38, Synergy_HSA=-7.05.